This data is from Forward reaction prediction with 1.9M reactions from USPTO patents (1976-2016). The task is: Predict the product of the given reaction. (1) Given the reactants [NH2:1][CH2:2][CH2:3][N:4]1[CH:12]=[C:11]2[C:6]([N:7]=[C:8]([C:26]3[CH:31]=[CH:30][C:29]([F:32])=[CH:28][CH:27]=3)[C:9]([C:20]3[CH:25]=[CH:24][N:23]=[CH:22][CH:21]=3)=[C:10]2[C:13]2[CH:18]=[CH:17][C:16]([F:19])=[CH:15][CH:14]=2)=[N:5]1.[OH:33][CH2:34][C:35](O)=[O:36], predict the reaction product. The product is: [F:19][C:16]1[CH:17]=[CH:18][C:13]([C:10]2[C:11]3[C:6](=[N:5][N:4]([CH2:3][CH2:2][NH:1][C:34](=[O:33])[CH2:35][OH:36])[CH:12]=3)[N:7]=[C:8]([C:26]3[CH:27]=[CH:28][C:29]([F:32])=[CH:30][CH:31]=3)[C:9]=2[C:20]2[CH:25]=[CH:24][N:23]=[CH:22][CH:21]=2)=[CH:14][CH:15]=1. (2) The product is: [F:21][C:13]1[C:14]([F:20])=[C:15]([F:19])[C:16]([F:18])=[C:17]2[C:12]=1[C:11]([CH3:30])([CH2:22][CH2:23][CH2:24][CH2:25][S:26]([OH:29])(=[O:28])=[O:27])/[C:10](=[CH:49]\[CH:39]=[CH:40]\[CH:41]=[N:42]\[C:43]1[CH:44]=[CH:45][CH:46]=[CH:47][CH:48]=1)/[N:9]2[CH2:8][CH2:7][CH2:6][CH2:5][CH2:4][C:1]([OH:3])=[O:2]. Given the reactants [C:1]([CH2:4][CH2:5][CH2:6][CH2:7][CH2:8][N+:9]1[C:17]2[C:12](=[C:13]([F:21])[C:14]([F:20])=[C:15]([F:19])[C:16]=2[F:18])[C:11]([CH3:30])([CH2:22][CH2:23][CH2:24][CH2:25][S:26]([OH:29])(=[O:28])=[O:27])[CH:10]=1)([OH:3])=[O:2].Cl.C1(N=[CH:39][CH2:40][CH:41]=[N:42][C:43]2[CH:48]=[CH:47][CH:46]=[CH:45][CH:44]=2)C=CC=CC=1.[C:49](OC(=O)C)(=O)C, predict the reaction product. (3) Given the reactants [NH:1]1[CH:5]=[C:4]([CH2:6][CH2:7][OH:8])[CH:3]=[N:2]1.[OH-].[K+].[CH3:11]I.O, predict the reaction product. The product is: [CH3:11][N:1]1[CH:5]=[C:4]([CH2:6][CH2:7][OH:8])[CH:3]=[N:2]1. (4) Given the reactants [NH:1]1[C:10]2[CH2:9][CH2:8][CH2:7][CH2:6][C:5]=2[CH:4]=[CH:3][C:2]1=[O:11].[Br:12]N1C(=O)CCC1=O.O.CCOC(C)=O, predict the reaction product. The product is: [Br:12][C:3]1[C:2](=[O:11])[NH:1][C:10]2[CH2:9][CH2:8][CH2:7][CH2:6][C:5]=2[CH:4]=1. (5) Given the reactants [Si:1]([O:8][CH:9]1[CH:14]([C:15]2[CH:20]=[CH:19][N:18]=[CH:17][C:16]=2[N+:21]([O-])=O)[O:13][CH:12]([CH3:24])[C:11]([CH3:26])([OH:25])[CH:10]1[OH:27])([C:4]([CH3:7])([CH3:6])[CH3:5])([CH3:3])[CH3:2], predict the reaction product. The product is: [NH2:21][C:16]1[CH:17]=[N:18][CH:19]=[CH:20][C:15]=1[CH:14]1[O:13][CH:12]([CH3:24])[C:11]([CH3:26])([OH:25])[CH:10]([OH:27])[CH:9]1[O:8][Si:1]([C:4]([CH3:5])([CH3:7])[CH3:6])([CH3:2])[CH3:3]. (6) Given the reactants Cl[C:2]1[CH:7]=[C:6]([CH3:8])[N:5]=[C:4]2[C:9]([C:13]3[CH:18]=[CH:17][C:16]([N:19]4[CH:23]=[CH:22][CH:21]=[N:20]4)=[CH:15][C:14]=3[O:24][CH3:25])=[N:10][N:11]([CH3:12])[C:3]=12.C(=O)([O-])[O-].[K+].[K+], predict the reaction product. The product is: [C:13]1([CH:9]=[CH:4][C:2]2[CH:7]=[C:6]([CH3:8])[N:5]=[C:4]3[C:9]([C:13]4[CH:18]=[CH:17][C:16]([N:19]5[CH:23]=[CH:22][CH:21]=[N:20]5)=[CH:15][C:14]=4[O:24][CH3:25])=[N:10][N:11]([CH3:12])[C:3]=23)[CH:18]=[CH:17][CH:16]=[CH:15][CH:14]=1. (7) The product is: [ClH:1].[F:9][C:5]1[CH:4]=[C:3]([CH:8]=[CH:7][CH:6]=1)[CH2:2][O:25][C:22]1[CH:23]=[CH:24][C:19]([CH2:18][CH2:17][NH:16][CH2:15][C:39]([NH:38][CH3:37])=[O:40])=[CH:20][C:21]=1[O:26][CH3:27]. Given the reactants [Cl:1][CH2:2][C:3]1[CH:8]=[CH:7][CH:6]=[C:5]([F:9])[CH:4]=1.C(O[C:15](=O)[NH:16][CH2:17][CH2:18][C:19]1[CH:24]=[CH:23][C:22]([OH:25])=[C:21]([O:26][CH3:27])[CH:20]=1)(C)(C)C.C([O-])([O-])=O.[K+].[K+].[I-].[K+].[CH3:37][N:38](C)[CH:39]=[O:40], predict the reaction product.